Dataset: Forward reaction prediction with 1.9M reactions from USPTO patents (1976-2016). Task: Predict the product of the given reaction. Given the reactants Br[C:2]1[CH:7]=[CH:6][C:5]([CH:8]2[O:13][CH2:12][CH2:11][N:10]([C:14]([O:16][C:17]([CH3:20])([CH3:19])[CH3:18])=[O:15])[CH2:9]2)=[CH:4][CH:3]=1.[F:21][C:22]([F:33])([F:32])[C:23]1[CH:24]=[CH:25][C:26]([C:29]([NH2:31])=[O:30])=[N:27][CH:28]=1.C(=O)([O-])[O-].[Cs+].[Cs+].CNCCNC, predict the reaction product. The product is: [C:17]([O:16][C:14]([N:10]1[CH2:11][CH2:12][O:13][CH:8]([C:5]2[CH:6]=[CH:7][C:2]([NH:31][C:29]([C:26]3[CH:25]=[CH:24][C:23]([C:22]([F:32])([F:21])[F:33])=[CH:28][N:27]=3)=[O:30])=[CH:3][CH:4]=2)[CH2:9]1)=[O:15])([CH3:20])([CH3:19])[CH3:18].